Dataset: Reaction yield outcomes from USPTO patents with 853,638 reactions. Task: Predict the reaction yield, written as a fraction of the theoretical maximum amount of product (1.0 means a 100% yield; for example, 0.34 means a 34% yield). (1) The reactants are N1C(Cl)=NC(Cl)=NC=1[Cl:3].CN(C)C=O.[Cl:15][C:16]1[C:17]([CH3:33])=[C:18]([C:24]([O:30][CH2:31][CH3:32])=[C:25]([CH:27](O)[CH3:28])[CH:26]=1)[C:19]([NH:21][CH2:22][CH3:23])=[O:20]. The catalyst is C(Cl)Cl. The product is [Cl:15][C:16]1[C:17]([CH3:33])=[C:18]([C:24]([O:30][CH2:31][CH3:32])=[C:25]([CH:27]([Cl:3])[CH3:28])[CH:26]=1)[C:19]([NH:21][CH2:22][CH3:23])=[O:20]. The yield is 0.760. (2) The reactants are [C:1]([O:5][C:6]([N:8]([CH3:13])[CH2:9][C:10]([OH:12])=O)=[O:7])([CH3:4])([CH3:3])[CH3:2].C(Cl)CCl.C1C=CC2N(O)N=NC=2C=1.[N:28]1([CH2:34][CH2:35][O:36][C:37]2[N:42]=[CH:41][C:40]3[NH:43]/[C:44](=[N:52]\[C:53](=[O:60])[C:54]4[CH:59]=[CH:58][CH:57]=[CH:56][CH:55]=4)/[N:45]([CH:46]4[CH2:51][CH2:50][NH:49][CH2:48][CH2:47]4)[C:39]=3[CH:38]=2)[CH2:33][CH2:32][CH2:31][CH2:30][CH2:29]1.CCN(C(C)C)C(C)C. The catalyst is CN(C=O)C.O.CCOC(C)=O. The product is [C:53](/[N:52]=[C:44]1/[N:45]([CH:46]2[CH2:47][CH2:48][N:49]([C:10](=[O:12])[CH2:9][N:8]([CH3:13])[C:6](=[O:7])[O:5][C:1]([CH3:2])([CH3:3])[CH3:4])[CH2:50][CH2:51]2)[C:39]2[CH:38]=[C:37]([O:36][CH2:35][CH2:34][N:28]3[CH2:33][CH2:32][CH2:31][CH2:30][CH2:29]3)[N:42]=[CH:41][C:40]=2[NH:43]/1)(=[O:60])[C:54]1[CH:55]=[CH:56][CH:57]=[CH:58][CH:59]=1. The yield is 0.362. (3) The reactants are [CH:1]1[C:6]2[C:7]3[C:16]([C:17]4[C:22]([C:5]=2[CH:4]=[CH:3][CH:2]=1)=[CH:21][CH:20]=[CH:19][CH:18]=4)=[CH:15][C:14](B(O)O)=[C:13]1[C:8]=3[CH:9]=[CH:10][CH:11]=[CH:12]1.[Br:26][C:27]1[CH:28]=[C:29](I)[CH:30]=[CH:31][CH:32]=1.C1(C)C=CC=CC=1.C(=O)([O-])[O-].[Na+].[Na+]. The catalyst is C1C=CC([P]([Pd]([P](C2C=CC=CC=2)(C2C=CC=CC=2)C2C=CC=CC=2)([P](C2C=CC=CC=2)(C2C=CC=CC=2)C2C=CC=CC=2)[P](C2C=CC=CC=2)(C2C=CC=CC=2)C2C=CC=CC=2)(C2C=CC=CC=2)C2C=CC=CC=2)=CC=1.CO.O.C(COC)OC. The product is [Br:26][C:27]1[CH:28]=[C:29]([C:14]2[CH:15]=[C:16]3[C:7](=[C:8]4[C:13]=2[CH:12]=[CH:11][CH:10]=[CH:9]4)[C:6]2[CH:1]=[CH:2][CH:3]=[CH:4][C:5]=2[C:22]2[C:17]3=[CH:18][CH:19]=[CH:20][CH:21]=2)[CH:30]=[CH:31][CH:32]=1. The yield is 0.342. (4) The reactants are [C:1]([C:3]1[CH:8]=[CH:7][C:6]([C:9]2[N:13]3[CH:14]=[C:15]([C:18]4[CH:26]=[CH:25][C:21](C(O)=O)=[CH:20][CH:19]=4)[CH:16]=[CH:17][C:12]3=[N:11][CH:10]=2)=[CH:5][CH:4]=1)#[N:2].CN(C(ON1N=[N:42][C:37]2C=[CH:39][CH:40]=[N:41][C:36]1=2)=[N+](C)C)C.F[P-](F)(F)(F)(F)F.CN1CC[O:55][CH2:54]C1.N1CCC([C:64]([O:66][C:67]([CH3:70])([CH3:69])[CH3:68])=[O:65])CC1. The catalyst is CN(C=O)C.O. The product is [C:1]([C:3]1[CH:8]=[CH:7][C:6]([C:9]2[N:13]3[CH:14]=[C:15]([C:18]4[CH:19]=[CH:20][C:21]([C:54]([N:41]5[CH2:36][CH2:37][N:42]([C:64]([O:66][C:67]([CH3:70])([CH3:69])[CH3:68])=[O:65])[CH2:39][CH2:40]5)=[O:55])=[CH:25][CH:26]=4)[CH:16]=[CH:17][C:12]3=[N:11][CH:10]=2)=[CH:5][CH:4]=1)#[N:2]. The yield is 0.920. (5) The reactants are [F:1][C:2]([F:19])([F:18])[C:3]1[CH:11]=[C:10]([C:12]([F:15])([F:14])[F:13])[CH:9]=[C:8]([O:16][CH3:17])[C:4]=1[C:5](O)=[O:6].C(N(CC)C(C)C)(C)C.F[P-](F)(F)(F)(F)F.N1(OC(N(C)C)=[N+](C)C)C2N=CC=CC=2N=N1.Cl.Cl.[N:55]1([C@H:60]2[CH2:65][CH2:64][CH2:63][CH2:62][C@H:61]2[NH2:66])[CH2:59][CH2:58][CH2:57][CH2:56]1. The catalyst is CN(C)C=O. The product is [CH3:17][O:16][C:8]1[CH:9]=[C:10]([C:12]([F:13])([F:14])[F:15])[CH:11]=[C:3]([C:2]([F:1])([F:18])[F:19])[C:4]=1[C:5]([NH:66][C@@H:61]1[CH2:62][CH2:63][CH2:64][CH2:65][C@@H:60]1[N:55]1[CH2:56][CH2:57][CH2:58][CH2:59]1)=[O:6]. The yield is 0.520.